From a dataset of Forward reaction prediction with 1.9M reactions from USPTO patents (1976-2016). Predict the product of the given reaction. (1) Given the reactants C(OC(C1C(F)=CC(OCC2(F)CCN(C(OC(C)(C)C)=O)CC2)=C(C2CC2)C=1)=O)(C)(C)C.[CH:34]1([C:37]2[C:38]([O:51][CH2:52][C:53]3([F:69])[CH2:58][CH2:57][N:56]([C@H:59]([C:61]4[CH:66]=[C:65]([Cl:67])[CH:64]=[C:63]([Cl:68])[CH:62]=4)[CH3:60])[CH2:55][CH2:54]3)=[CH:39][C:40]([F:50])=[C:41]([CH:49]=2)[C:42]([O:44]C(C)(C)C)=[O:43])[CH2:36][CH2:35]1, predict the reaction product. The product is: [CH:34]1([C:37]2[C:38]([O:51][CH2:52][C:53]3([F:69])[CH2:54][CH2:55][N:56]([C@@H:59]([C:61]4[CH:66]=[C:65]([Cl:67])[CH:64]=[C:63]([Cl:68])[CH:62]=4)[CH3:60])[CH2:57][CH2:58]3)=[CH:39][C:40]([F:50])=[C:41]([CH:49]=2)[C:42]([OH:44])=[O:43])[CH2:36][CH2:35]1. (2) Given the reactants [CH3:1][C:2]1[CH:10]=[CH:9][C:5]([C:6]([OH:8])=[O:7])=[C:4]([N:11]2[N:15]=[CH:14][CH:13]=[N:12]2)N=1.BrC1C=CC2[O:21][CH2:22][O:23]C=2C=1C(O)=O.ClC1N=C(C)C=CC=1C(O)=O, predict the reaction product. The product is: [N:12]1[N:11]([C:4]2[CH:1]=[CH:2][C:10]3[O:21][CH2:22][O:23][C:9]=3[C:5]=2[C:6]([OH:8])=[O:7])[N:15]=[CH:14][CH:13]=1.